From a dataset of TCR-epitope binding with 47,182 pairs between 192 epitopes and 23,139 TCRs. Binary Classification. Given a T-cell receptor sequence (or CDR3 region) and an epitope sequence, predict whether binding occurs between them. (1) The epitope is VTEHDTLLY. The TCR CDR3 sequence is CASSSLGTRSPLHF. Result: 1 (the TCR binds to the epitope). (2) The epitope is NYSGVVTTVMF. The TCR CDR3 sequence is CASSHLDRGGTGELFF. Result: 0 (the TCR does not bind to the epitope). (3) The epitope is IQYIDIGNY. The TCR CDR3 sequence is CASSLSAYNEQFF. Result: 1 (the TCR binds to the epitope). (4) The epitope is PROT_97E67BCC. The TCR CDR3 sequence is CASSSGTSGVGEQFF. Result: 1 (the TCR binds to the epitope).